Dataset: Forward reaction prediction with 1.9M reactions from USPTO patents (1976-2016). Task: Predict the product of the given reaction. (1) Given the reactants Cl.[I:2][C:3]1([CH2:6][C@H:7]([CH2:16][O:17][Si](C)(C)C(C)(C)C)[O:8][Si](C)(C)C(C)(C)C)[CH2:5][CH2:4]1, predict the reaction product. The product is: [I:2][C:3]1([CH2:6][C@@H:7]([OH:8])[CH2:16][OH:17])[CH2:5][CH2:4]1. (2) The product is: [NH2:1][C:2]1[C:7]([F:8])=[CH:6][N:5]([C:15](=[S:16])[N:14]([CH3:13])[C:18]2[CH:23]=[CH:22][CH:21]=[CH:20][CH:19]=2)[C:4](=[O:9])[N:3]=1. Given the reactants [NH2:1][C:2]1[C:7]([F:8])=[CH:6][N:5]=[C:4]([OH:9])[N:3]=1.CC#N.[CH3:13][N:14]([C:18]1[CH:23]=[CH:22][CH:21]=[CH:20][CH:19]=1)[C:15](Cl)=[S:16], predict the reaction product.